Task: Predict the reactants needed to synthesize the given product.. Dataset: Full USPTO retrosynthesis dataset with 1.9M reactions from patents (1976-2016) (1) Given the product [Cl:1][C:2]1[CH:3]=[CH:4][C:5]([S:8]([N:11]2[CH2:16][CH2:15][CH:14]([CH2:17][N:18]3[C:26]4[C:21](=[CH:22][C:23]([C:27]5[CH:31]=[N:30][NH:29][CH:28]=5)=[CH:24][CH:25]=4)[CH:20]=[CH:19]3)[CH2:13][CH2:12]2)(=[O:10])=[O:9])=[CH:6][CH:7]=1, predict the reactants needed to synthesize it. The reactants are: [Cl:1][C:2]1[CH:7]=[CH:6][C:5]([S:8]([N:11]2[CH2:16][CH2:15][CH:14]([CH2:17][N:18]3[C:26]4[C:21](=[CH:22][C:23]([C:27]5[CH:28]=[N:29][N:30](C6CCCCO6)[CH:31]=5)=[CH:24][CH:25]=4)[CH:20]=[CH:19]3)[CH2:13][CH2:12]2)(=[O:10])=[O:9])=[CH:4][CH:3]=1.O.C1(C)C=CC(S(O)(=O)=O)=CC=1. (2) Given the product [CH:33]1([NH:39][C:23](=[O:25])[CH2:22][S:21][C:8]2[N:7]([CH:1]3[CH2:6][CH2:5][CH2:4][CH2:3][CH2:2]3)[C:19](=[O:20])[C:11]3[NH:12][C:13]4[CH:14]=[CH:15][CH:16]=[CH:17][C:18]=4[C:10]=3[N:9]=2)[CH2:38][CH2:37][CH2:36][CH2:35][CH2:34]1, predict the reactants needed to synthesize it. The reactants are: [CH:1]1([N:7]2[C:19](=[O:20])[C:11]3[NH:12][C:13]4[CH:14]=[CH:15][CH:16]=[CH:17][C:18]=4[C:10]=3[N:9]=[C:8]2[S:21][CH2:22][C:23]([OH:25])=O)[CH2:6][CH2:5][CH2:4][CH2:3][CH2:2]1.C(N(CC)CC)C.[CH:33]1([NH2:39])[CH2:38][CH2:37][CH2:36][CH2:35][CH2:34]1.CN(C(ON1N=NC2C=CC=NC1=2)=[N+](C)C)C.F[P-](F)(F)(F)(F)F. (3) Given the product [ClH:32].[F:1][C:2]1[CH:22]=[CH:21][CH:20]=[C:19]([F:23])[C:3]=1[CH2:4][O:5][C:6]1[C:7]2[N:8]([C:12]([C:16]([Cl:32])=[O:17])=[C:13]([CH3:15])[N:14]=2)[CH:9]=[CH:10][CH:11]=1, predict the reactants needed to synthesize it. The reactants are: [F:1][C:2]1[CH:22]=[CH:21][CH:20]=[C:19]([F:23])[C:3]=1[CH2:4][O:5][C:6]1[C:7]2[N:8]([C:12]([C:16](O)=[O:17])=[C:13]([CH3:15])[N:14]=2)[CH:9]=[CH:10][CH:11]=1.CN(C=O)C.C(Cl)(=O)C([Cl:32])=O. (4) Given the product [CH3:1][C:2]1[C:3]([C:7]([O:9][CH3:10])=[O:8])=[CH:4][N:5]([C:17]2[CH:16]=[CH:15][CH:14]=[C:13]([C:12]([F:21])([F:20])[F:11])[CH:18]=2)[CH:6]=1, predict the reactants needed to synthesize it. The reactants are: [CH3:1][C:2]1[C:3]([C:7]([O:9][CH3:10])=[O:8])=[CH:4][NH:5][CH:6]=1.[F:11][C:12]([F:21])([F:20])[C:13]1[CH:14]=[C:15](I)[CH:16]=[CH:17][CH:18]=1.C(=O)([O-])[O-].[K+].[K+]. (5) Given the product [ClH:1].[NH2:17][CH2:16][CH2:15][C:13]1[O:12][N:11]=[C:10]([C:4]2[CH:5]=[CH:6][C:7]([C:8]#[N:9])=[C:2]([Cl:1])[CH:3]=2)[CH:14]=1, predict the reactants needed to synthesize it. The reactants are: [Cl:1][C:2]1[CH:3]=[C:4]([C:10]2[CH:14]=[C:13]([CH2:15][CH2:16][NH:17]C(=O)OC(C)(C)C)[O:12][N:11]=2)[CH:5]=[CH:6][C:7]=1[C:8]#[N:9]. (6) Given the product [Br:1][C:2]1[CH:3]=[C:4]2[N:10]=[C:9]([N:21]3[CH:15]4[CH2:29][CH2:30][N:18]([CH2:19][CH2:14]4)[CH2:17][CH2:16]3)[O:8][C:5]2=[N:6][CH:7]=1, predict the reactants needed to synthesize it. The reactants are: [Br:1][C:2]1[CH:3]=[C:4]2[N:10]=[C:9](SC)[O:8][C:5]2=[N:6][CH:7]=1.Br[C:14]1[CH:15]=[C:16]([N+:21]([O-])=O)[C:17](O)=[N:18][CH:19]=1.Cl.C(O[CH2:29][CH3:30])(=O)C. (7) Given the product [Cl:41][C:37]1[CH:38]=[C:39]2[C:34](=[CH:35][CH:36]=1)[N:33]=[CH:32][C:31]([C:29]([N:26]1[CH2:27][CH2:28][CH:23]([C:19]3[CH:18]=[C:17]([CH:22]=[CH:21][CH:20]=3)[CH2:16][NH2:8])[CH2:24][CH2:25]1)=[O:30])=[CH:40]2, predict the reactants needed to synthesize it. The reactants are: C(OC([N:8]([CH2:16][C:17]1[CH:22]=[CH:21][CH:20]=[C:19]([CH:23]2[CH2:28][CH2:27][N:26]([C:29]([C:31]3[CH:32]=[N:33][C:34]4[C:39]([CH:40]=3)=[CH:38][C:37]([Cl:41])=[CH:36][CH:35]=4)=[O:30])[CH2:25][CH2:24]2)[CH:18]=1)C(OC(C)(C)C)=O)=O)(C)(C)C.FC(F)(F)C(O)=O.